This data is from Full USPTO retrosynthesis dataset with 1.9M reactions from patents (1976-2016). The task is: Predict the reactants needed to synthesize the given product. (1) Given the product [C:27]([N:26]=[C:13]1[N:12]([CH3:29])[C:6]2[CH:7]=[N:8][C:9]3[CH:10]=[CH:11][C:2]([C:46]4[CH:47]=[C:42]([NH:41][S:38]([C:32]5[CH:33]=[CH:34][C:35]([F:37])=[CH:36][C:31]=5[F:30])(=[O:40])=[O:39])[C:43]([O:57][CH3:58])=[N:44][CH:45]=4)=[CH:3][C:4]=3[C:5]=2[N:14]1[C:15]1[CH:16]=[CH:17][C:18]([C:21]([C:24]#[N:25])([CH3:22])[CH3:23])=[CH:19][CH:20]=1)#[N:28], predict the reactants needed to synthesize it. The reactants are: Br[C:2]1[CH:11]=[CH:10][C:9]2[N:8]=[CH:7][C:6]3[N:12]([CH3:29])[C:13](=[N:26][C:27]#[N:28])[N:14]([C:15]4[CH:20]=[CH:19][C:18]([C:21]([C:24]#[N:25])([CH3:23])[CH3:22])=[CH:17][CH:16]=4)[C:5]=3[C:4]=2[CH:3]=1.[F:30][C:31]1[CH:36]=[C:35]([F:37])[CH:34]=[CH:33][C:32]=1[S:38]([NH:41][C:42]1[C:43]([O:57][CH3:58])=[N:44][CH:45]=[C:46](B2OC(C)(C)C(C)(C)O2)[CH:47]=1)(=[O:40])=[O:39].C(=O)([O-])[O-].[Na+].[Na+]. (2) Given the product [CH2:25]([O:27][C:28](=[O:45])[CH2:29][C:30]1[CH:35]=[CH:34][C:33]([C:2]2[CH:7]=[CH:6][C:5]([C:8]3[O:12][N:11]=[C:10]([CH3:13])[C:9]=3[CH:14]([OH:24])[CH2:15][CH2:16][CH2:17][C:18]3[CH:23]=[CH:22][CH:21]=[CH:20][CH:19]=3)=[CH:4][CH:3]=2)=[CH:32][CH:31]=1)[CH3:26], predict the reactants needed to synthesize it. The reactants are: Br[C:2]1[CH:7]=[CH:6][C:5]([C:8]2[O:12][N:11]=[C:10]([CH3:13])[C:9]=2[CH:14]([OH:24])[CH2:15][CH2:16][CH2:17][C:18]2[CH:23]=[CH:22][CH:21]=[CH:20][CH:19]=2)=[CH:4][CH:3]=1.[CH2:25]([O:27][C:28](=[O:45])[CH2:29][C:30]1[CH:35]=[CH:34][C:33](B2OC(C)(C)C(C)(C)O2)=[CH:32][CH:31]=1)[CH3:26]. (3) Given the product [CH3:1][C@H:2]1[NH:3][CH2:4][CH2:5][N:6]([C:9]2[CH:10]=[CH:11][C:12]([C:15]#[N:16])=[N:13][CH:14]=2)[CH2:7]1, predict the reactants needed to synthesize it. The reactants are: [CH3:1][C@@H:2]1[CH2:7][NH:6][CH2:5][CH2:4][NH:3]1.Br[C:9]1[CH:10]=[CH:11][C:12]([C:15]#[N:16])=[N:13][CH:14]=1.C1(P(C2C=CC=CC=2)C2C=CC3C(=CC=CC=3)C=2C2C3C(=CC=CC=3)C=CC=2P(C2C=CC=CC=2)C2C=CC=CC=2)C=CC=CC=1.CC(C)([O-])C.[Na+]. (4) Given the product [F:22][C:14]([F:21])([C:15]1[CH:20]=[CH:19][CH:18]=[CH:17][CH:16]=1)[CH2:13][O:12][C:9]1[CH:10]=[CH:11][C:6]([CH2:5][C:4]([OH:24])=[O:3])=[CH:7][C:8]=1[F:23], predict the reactants needed to synthesize it. The reactants are: C([O:3][C:4](=[O:24])[CH2:5][C:6]1[CH:11]=[CH:10][C:9]([O:12][CH2:13][C:14]([F:22])([F:21])[C:15]2[CH:20]=[CH:19][CH:18]=[CH:17][CH:16]=2)=[C:8]([F:23])[CH:7]=1)C.[OH-].[Na+].Cl. (5) The reactants are: [OH:1][C:2]1[CH:10]=[CH:9][CH:8]=[C:7]2[C:3]=1[CH:4]=[CH:5][NH:6]2.N1C=CN=C1.[Si:16](Cl)([C:19]([CH3:22])([CH3:21])[CH3:20])([CH3:18])[CH3:17]. Given the product [Si:16]([O:1][C:2]1[CH:10]=[CH:9][CH:8]=[C:7]2[C:3]=1[CH:4]=[CH:5][NH:6]2)([C:19]([CH3:22])([CH3:21])[CH3:20])([CH3:18])[CH3:17], predict the reactants needed to synthesize it. (6) Given the product [CH2:15]([O:9][C:8]([CH:5]1[CH2:6][CH2:7][CH:2]([NH2:1])[CH2:3][CH2:4]1)=[O:10])[CH3:16], predict the reactants needed to synthesize it. The reactants are: [NH2:1][CH:2]1[CH2:7][CH2:6][CH:5]([C:8]([OH:10])=[O:9])[CH2:4][CH2:3]1.O=S(Cl)Cl.[CH3:15][CH2:16]OCC. (7) Given the product [OH:8][C:9]1[CH:10]=[CH:11][C:12]([C:31]2[CH:32]=[C:33]3[C:37](=[CH:38][CH:39]=2)[CH:36]([OH:40])[CH2:35][CH2:34]3)=[C:13]([NH:15][C:16]2[CH:21]=[CH:20][C:19]([O:22][CH2:23][CH2:24][N:25]3[CH2:30][CH2:29][CH2:28][CH2:27][CH2:26]3)=[CH:18][CH:17]=2)[CH:14]=1, predict the reactants needed to synthesize it. The reactants are: [Si]([O:8][C:9]1[CH:10]=[CH:11][C:12]([C:31]2[CH:32]=[C:33]3[C:37](=[CH:38][CH:39]=2)[CH:36]([O:40][Si](C(C)(C)C)(C)C)[CH2:35][CH2:34]3)=[C:13]([NH:15][C:16]2[CH:21]=[CH:20][C:19]([O:22][CH2:23][CH2:24][N:25]3[CH2:30][CH2:29][CH2:28][CH2:27][CH2:26]3)=[CH:18][CH:17]=2)[CH:14]=1)(C(C)(C)C)(C)C.[F-].C([N+](CCCC)(CCCC)CCCC)CCC.[Cl-].[NH4+].